Dataset: Full USPTO retrosynthesis dataset with 1.9M reactions from patents (1976-2016). Task: Predict the reactants needed to synthesize the given product. (1) Given the product [CH2:1]([O:8][C:9]1[CH:10]=[C:11]2[C:16](=[CH:17][CH:18]=1)[CH:15]([C:19]1[CH:24]=[CH:23][C:22]([O:25][CH2:26][CH2:27][N:28]3[CH2:32][CH2:31][CH2:30][CH2:29]3)=[CH:21][CH:20]=1)[NH:14][CH2:13][CH2:12]2)[C:2]1[CH:3]=[CH:4][CH:5]=[CH:6][CH:7]=1, predict the reactants needed to synthesize it. The reactants are: [CH2:1]([O:8][C:9]1[CH:10]=[C:11]2[C:16](=[CH:17][CH:18]=1)[CH:15]([C:19]1[CH:24]=[CH:23][C:22]([O:25][CH2:26][CH2:27][N:28]3[CH2:32][CH2:31][CH2:30][CH2:29]3)=[CH:21][CH:20]=1)[N:14](C(=O)C(F)(F)F)[CH2:13][CH2:12]2)[C:2]1[CH:7]=[CH:6][CH:5]=[CH:4][CH:3]=1.C([O-])([O-])=O.[K+].[K+].CCOC(C)=O.CO. (2) Given the product [NH2:1][C:2]1[C:11]([C:12]([O:14][CH3:15])=[O:13])=[C:10]2[C:5]([C:6]3[CH2:18][CH2:17][O:16][C:7]=3[CH:8]=[N:9]2)=[CH:4][CH:3]=1, predict the reactants needed to synthesize it. The reactants are: [NH2:1][C:2]1[C:11]([C:12]([O:14][CH3:15])=[O:13])=[C:10]2[C:5]([C:6]3[CH:18]=[CH:17][O:16][C:7]=3[CH:8]=[N:9]2)=[CH:4][CH:3]=1.[H][H]. (3) Given the product [S:21]1[CH:4]=[CH:5][CH:6]=[CH:7]1.[NH:1]1[C:7]2[CH:6]=[C:5]([CH:8]=[CH:9][C:10]3[C:11]([S:17]([OH:20])(=[O:19])=[O:18])=[CH:12][C:13]4[NH:16][C:14]=4[CH:15]=3)[C:4]([S:21]([OH:24])(=[O:23])=[O:22])=[CH:3][C:2]1=2, predict the reactants needed to synthesize it. The reactants are: [NH2:1][C:2]1[CH:3]=[C:4]([S:21]([OH:24])(=[O:23])=[O:22])[C:5]([CH:8]=[CH:9][C:10]2[C:11]([S:17]([OH:20])(=[O:19])=[O:18])=[CH:12][C:13]([NH2:16])=[CH:14][CH:15]=2)=[CH:6][CH:7]=1.S1C(C=O)=CC=C1C=O. (4) Given the product [Cl:1][C:2]1[C:7]([C:8]([NH2:15])=[O:9])=[CH:6][N:5]=[C:4]2[NH:11][CH:12]=[CH:13][C:3]=12, predict the reactants needed to synthesize it. The reactants are: [Cl:1][C:2]1[C:7]([C:8](O)=[O:9])=[CH:6][N:5]=[C:4]2[NH:11][CH:12]=[CH:13][C:3]=12.O[N:15]1C2C=CC=CC=2N=N1.CN(C)CCCN=C=NCC.[OH-].[NH4+]. (5) Given the product [CH3:23][C:22]1[O:21][N:20]=[C:13]2[C:14]3[C:19](=[CH:18][N:17]=[CH:16][CH:15]=3)[N:10]([CH:6]3[CH2:7][CH2:8][CH2:9][CH:4]([CH2:3][NH:2][C:25](=[O:32])[C:26]4[CH:31]=[CH:30][CH:29]=[CH:28][CH:27]=4)[CH2:5]3)[C:11](=[O:24])[C:12]=12, predict the reactants needed to synthesize it. The reactants are: I.[NH2:2][CH2:3][CH:4]1[CH2:9][CH2:8][CH2:7][CH:6]([N:10]2[C:19]3[C:14](=[CH:15][CH:16]=[N:17][CH:18]=3)[C:13]3=[N:20][O:21][C:22]([CH3:23])=[C:12]3[C:11]2=[O:24])[CH2:5]1.[C:25](O)(=[O:32])[C:26]1[CH:31]=[CH:30][CH:29]=[CH:28][CH:27]=1.Cl.CN(C)CCCN=C=NCC.ON1C2N=CC=CC=2N=N1.C(N(CC)C(C)C)(C)C. (6) The reactants are: [CH2:1]([O:8][C:9](=[O:22])[NH:10][C:11]1[CH:16]=[CH:15][C:14]([C:17]([CH3:20])([CH3:19])[CH3:18])=[C:13]([NH2:21])[CH:12]=1)[C:2]1[CH:7]=[CH:6][CH:5]=[CH:4][CH:3]=1.N1C=CC=CC=1.[C:29](OC=O)(=[O:31])C. Given the product [CH2:1]([O:8][C:9](=[O:22])[NH:10][C:11]1[CH:16]=[CH:15][C:14]([C:17]([CH3:18])([CH3:19])[CH3:20])=[C:13]([NH:21][CH:29]=[O:31])[CH:12]=1)[C:2]1[CH:7]=[CH:6][CH:5]=[CH:4][CH:3]=1, predict the reactants needed to synthesize it. (7) Given the product [OH:1][CH:2]1[CH2:6][CH2:5][S:4][CH:3]1[CH2:7][C:8]1[CH:13]=[CH:12][C:11]([CH:14]([CH3:18])[C:15]([OH:17])=[O:16])=[CH:10][CH:9]=1, predict the reactants needed to synthesize it. The reactants are: [O:1]=[C:2]1[CH2:6][CH2:5][S:4][CH:3]1[CH2:7][C:8]1[CH:13]=[CH:12][C:11]([CH:14]([CH3:18])[C:15]([OH:17])=[O:16])=[CH:10][CH:9]=1.Cl.C([BH3-])#N.[Na+].